Dataset: Reaction yield outcomes from USPTO patents with 853,638 reactions. Task: Predict the reaction yield, written as a fraction of the theoretical maximum amount of product (1.0 means a 100% yield; for example, 0.34 means a 34% yield). (1) The reactants are [Cl:1][C:2]1[CH:3]=[C:4]([CH:7]=[CH:8][C:9]=1[O:10][CH2:11][CH2:12][CH2:13][N:14]1[CH2:20][CH2:19][CH2:18][N:17]([CH3:21])[CH2:16][CH2:15]1)[CH:5]=O.[Cl:22][C:23]1[CH:24]=[C:25]([NH2:31])[C:26]([NH2:30])=[CH:27][C:28]=1[CH3:29]. No catalyst specified. The product is [Cl:22][C:23]1[C:28]([CH3:29])=[CH:27][C:26]2[NH:30][C:5]([C:4]3[CH:7]=[CH:8][C:9]([O:10][CH2:11][CH2:12][CH2:13][N:14]4[CH2:20][CH2:19][CH2:18][N:17]([CH3:21])[CH2:16][CH2:15]4)=[C:2]([Cl:1])[CH:3]=3)=[N:31][C:25]=2[CH:24]=1. The yield is 0.0800. (2) The reactants are [CH3:1][C@H:2]1[CH2:11][NH:10][C:9]2[C:4](=[CH:5][CH:6]=[C:7]([C:12]3[CH:13]=[N:14][N:15]([CH:17]4[CH2:20][O:19][CH2:18]4)[CH:16]=3)[CH:8]=2)[N:3]1[C:21](=[O:23])[CH3:22].[CH3:24][CH:25]([CH3:30])[CH2:26][C:27](Cl)=[O:28].N1C=CC=CC=1. The catalyst is ClCCl. The product is [C:21]([N:3]1[C:4]2[C:9](=[CH:8][C:7]([C:12]3[CH:13]=[N:14][N:15]([CH:17]4[CH2:20][O:19][CH2:18]4)[CH:16]=3)=[CH:6][CH:5]=2)[N:10]([C:27](=[O:28])[CH2:26][CH:25]([CH3:30])[CH3:24])[CH2:11][C@@H:2]1[CH3:1])(=[O:23])[CH3:22]. The yield is 0.420. (3) The reactants are [C:1]([O:10]C)(=O)[C:2]1[C:3](=[CH:5][CH:6]=[CH:7][CH:8]=1)[SH:4].[C:12]([C:14]1[CH:19]=[CH:18][CH:17]=[C:16]([O:20][C:21]2[CH:26]=[CH:25][CH:24]=[CH:23][CH:22]=2)[N:15]=1)#[N:13].C(N(CC)CC)C. The yield is 0.260. The catalyst is C1(C)C=CC=CC=1. The product is [O:20]([C:16]1[N:15]=[C:14]([C:12]2[S:4][C:3]3[CH:5]=[CH:6][CH:7]=[CH:8][C:2]=3[C:1](=[O:10])[N:13]=2)[CH:19]=[CH:18][CH:17]=1)[C:21]1[CH:22]=[CH:23][CH:24]=[CH:25][CH:26]=1. (4) The reactants are Br[C:2]1[CH:3]=[C:4]2[C:8](=[CH:9][CH:10]=1)[NH:7][C:6]([C:11]1[CH:16]=[CH:15][C:14]([Cl:17])=[CH:13][CH:12]=1)=[CH:5]2.[C:18]1(B(O)O)[CH:23]=[CH:22][CH:21]=[CH:20][CH:19]=1.O. The catalyst is O1CCOCC1.O.C1C=CC([P]([Pd]([P](C2C=CC=CC=2)(C2C=CC=CC=2)C2C=CC=CC=2)([P](C2C=CC=CC=2)(C2C=CC=CC=2)C2C=CC=CC=2)[P](C2C=CC=CC=2)(C2C=CC=CC=2)C2C=CC=CC=2)(C2C=CC=CC=2)C2C=CC=CC=2)=CC=1. The product is [Cl:17][C:14]1[CH:15]=[CH:16][C:11]([C:6]2[NH:7][C:8]3[C:4]([CH:5]=2)=[CH:3][C:2]([C:18]2[CH:23]=[CH:22][CH:21]=[CH:20][CH:19]=2)=[CH:10][CH:9]=3)=[CH:12][CH:13]=1. The yield is 0.110. (5) The reactants are [Cl:1][C:2]1[CH:3]=[C:4]([N:24]([C@H:27]2[CH2:32][CH2:31][C@H:30]([N:33]([CH3:35])[CH3:34])[CH2:29][CH2:28]2)[CH2:25][CH3:26])[C:5]([CH3:23])=[C:6]([CH:22]=1)[C:7]([NH:9][CH2:10][C:11]1[C:12]([CH:19]([CH3:21])[CH3:20])=[N:13][N:14]([CH3:18])[C:15]=1[O:16]C)=[O:8]. The catalyst is Cl. The product is [Cl:1][C:2]1[CH:3]=[C:4]([N:24]([C@H:27]2[CH2:28][CH2:29][C@H:30]([N:33]([CH3:34])[CH3:35])[CH2:31][CH2:32]2)[CH2:25][CH3:26])[C:5]([CH3:23])=[C:6]([CH:22]=1)[C:7]([NH:9][CH2:10][C:11]1[C:15](=[O:16])[N:14]([CH3:18])[NH:13][C:12]=1[CH:19]([CH3:21])[CH3:20])=[O:8]. The yield is 0.180. (6) The reactants are Cl[C:2]1[C:14]2[C:13]3[C:8](=[CH:9][CH:10]=[CH:11][CH:12]=3)[NH:7][C:6]=2[N:5]=[CH:4][N:3]=1.[C:15]([O:19][C:20](=[O:29])[NH:21][CH2:22][CH:23]1[O:28][CH2:27][CH2:26][NH:25][CH2:24]1)([CH3:18])([CH3:17])[CH3:16].C(N(CC)CC)C. The catalyst is CN(C=O)C. The product is [C:15]([O:19][C:20](=[O:29])[NH:21][CH2:22][CH:23]1[O:28][CH2:27][CH2:26][N:25]([C:2]2[C:14]3[C:13]4[C:8](=[CH:9][CH:10]=[CH:11][CH:12]=4)[NH:7][C:6]=3[N:5]=[CH:4][N:3]=2)[CH2:24]1)([CH3:18])([CH3:16])[CH3:17]. The yield is 0.250.